This data is from Forward reaction prediction with 1.9M reactions from USPTO patents (1976-2016). The task is: Predict the product of the given reaction. (1) Given the reactants [Cl:1][C:2]1[CH:3]=[C:4]([CH:16]=[CH:17][CH:18]=1)[CH2:5][N:6]1[CH:11]=[CH:10][CH:9]=[C:8]([C:12]([OH:14])=O)[C:7]1=[O:15].[NH2:19][C@@H:20]([CH2:28][CH2:29][CH2:30][NH:31][C:32]([NH:34][S:35]([C:38]1[C:39]([CH3:52])=[C:40]2[C:45](=[C:46]([CH3:49])[C:47]=1[CH3:48])[O:44][C:43]([CH3:51])([CH3:50])[CH2:42][CH2:41]2)(=[O:37])=[O:36])=[NH:33])[C:21]([O:23][C:24]([CH3:27])([CH3:26])[CH3:25])=[O:22].CN(C(ON1N=NC2C=CC=CC1=2)=[N+](C)C)C.F[P-](F)(F)(F)(F)F.CCN(C(C)C)C(C)C, predict the reaction product. The product is: [Cl:1][C:2]1[CH:3]=[C:4]([CH:16]=[CH:17][CH:18]=1)[CH2:5][N:6]1[CH:11]=[CH:10][CH:9]=[C:8]([C:12]([NH:19][C@@H:20]([CH2:28][CH2:29][CH2:30][NH:31][C:32]([NH:34][S:35]([C:38]2[C:39]([CH3:52])=[C:40]3[C:45](=[C:46]([CH3:49])[C:47]=2[CH3:48])[O:44][C:43]([CH3:51])([CH3:50])[CH2:42][CH2:41]3)(=[O:36])=[O:37])=[NH:33])[C:21]([O:23][C:24]([CH3:25])([CH3:26])[CH3:27])=[O:22])=[O:14])[C:7]1=[O:15]. (2) Given the reactants [C:1](Cl)(=[O:11])[C:2]1[C:3](=[CH:7][CH:8]=[CH:9][CH:10]=1)[C:4](Cl)=[O:5].[C:13]([O:17][C:18]([N:20]1[CH2:25][CH2:24][C:23]2[N:26]([CH3:37])[C:27]([C:30]3[CH:35]=[CH:34][N:33]=[C:32]([NH2:36])[N:31]=3)=[C:28]([I:29])[C:22]=2[C:21]1=[O:38])=[O:19])([CH3:16])([CH3:15])[CH3:14].N1C=CC=CC=1, predict the reaction product. The product is: [C:13]([O:17][C:18]([N:20]1[CH2:25][CH2:24][C:23]2[N:26]([CH3:37])[C:27]([C:30]3[CH:35]=[CH:34][N:33]=[C:32]([N:36]4[C:4](=[O:5])[C:3]5[C:2](=[CH:10][CH:9]=[CH:8][CH:7]=5)[C:1]4=[O:11])[N:31]=3)=[C:28]([I:29])[C:22]=2[C:21]1=[O:38])=[O:19])([CH3:16])([CH3:15])[CH3:14]. (3) Given the reactants [CH3:1][C:2]1[C:7]([CH2:8][S+:9]([O-:19])[C:10]2[N-:11][C:12]3[CH:13]=[CH:14][CH:15]=[CH:16][C:17]=3[N:18]=2)=[N:6][CH:5]=[CH:4][C:3]=1[O:20][CH2:21][CH2:22][CH2:23][O:24][CH3:25].[Na+].C([O-])(=O)C.[Ca+2:31].C([O-])(=O)C, predict the reaction product. The product is: [CH3:1][C:2]1[C:7]([CH2:8][S+:9]([O-:19])[C:10]2[NH:11][C:12]3[CH:13]=[CH:14][CH:15]=[CH:16][C:17]=3[N:18]=2)=[N:6][CH:5]=[CH:4][C:3]=1[O:20][CH2:21][CH2:22][CH2:23][O:24][CH3:25].[Ca:31]. (4) The product is: [F:29][C:2]([F:1])([F:28])[C:3]1[CH:8]=[CH:7][C:6]([C:9]2[CH:14]=[CH:13][CH:12]=[C:11]([CH2:15][CH:16]3[C:23]4[CH:22]=[C:21]([C:24]([OH:26])=[O:25])[NH:20][C:19]=4[CH2:18][CH2:17]3)[CH:10]=2)=[CH:5][CH:4]=1. Given the reactants [F:1][C:2]([F:29])([F:28])[C:3]1[CH:8]=[CH:7][C:6]([C:9]2[CH:14]=[CH:13][CH:12]=[C:11]([CH2:15][CH:16]3[C:23]4[CH:22]=[C:21]([C:24]([O:26]C)=[O:25])[NH:20][C:19]=4[CH2:18][CH2:17]3)[CH:10]=2)=[CH:5][CH:4]=1.[OH-].[Li+].CO, predict the reaction product. (5) Given the reactants [O:1]([C:8]1[CH:13]=[CH:12][C:11]([C:14]2[C:22]3[C:17](=[N:18][CH:19]=[N:20][C:21]=3[NH2:23])[NH:16][N:15]=2)=[CH:10][CH:9]=1)[C:2]1[CH:7]=[CH:6][CH:5]=[CH:4][CH:3]=1.C1(P(C2C=CC=CC=2)C2C=CC=CC=2)C=CC=CC=1.O[C@H:44]1[CH2:49][CH2:48][CH2:47][N:46](C(OC(C)(C)C)=O)[CH2:45]1.CC(OC(/N=N/C(OC(C)C)=O)=O)C, predict the reaction product. The product is: [O:1]([C:8]1[CH:13]=[CH:12][C:11]([C:14]2[C:22]3[C:17](=[N:18][CH:19]=[N:20][C:21]=3[NH2:23])[N:16]([C@@H:44]3[CH2:49][CH2:48][CH2:47][NH:46][CH2:45]3)[N:15]=2)=[CH:10][CH:9]=1)[C:2]1[CH:7]=[CH:6][CH:5]=[CH:4][CH:3]=1.